This data is from Retrosynthesis with 50K atom-mapped reactions and 10 reaction types from USPTO. The task is: Predict the reactants needed to synthesize the given product. Given the product CC(C)C#Cc1cccc(C(=O)C(=O)c2ccc(OC(F)F)c(C3CC3)c2)c1, predict the reactants needed to synthesize it. The reactants are: C#CC(C)C.O=C(C(=O)c1ccc(OC(F)F)c(C2CC2)c1)c1cccc(Br)c1.